This data is from Forward reaction prediction with 1.9M reactions from USPTO patents (1976-2016). The task is: Predict the product of the given reaction. Given the reactants C1(C)C=CC(S(O[CH2:11][CH:12]2[CH2:16][CH2:15][O:14][CH2:13]2)(=O)=O)=CC=1.[I-].[K+].CN(C)C=O.[K].[C:26]1(=[O:36])[NH:30][C:29](=[O:31])[C:28]2=[CH:32][CH:33]=[CH:34][CH:35]=[C:27]12, predict the reaction product. The product is: [O:14]1[CH2:15][CH2:16][CH:12]([CH2:11][N:30]2[C:26](=[O:36])[C:27]3[C:28](=[CH:32][CH:33]=[CH:34][CH:35]=3)[C:29]2=[O:31])[CH2:13]1.